This data is from Catalyst prediction with 721,799 reactions and 888 catalyst types from USPTO. The task is: Predict which catalyst facilitates the given reaction. (1) Reactant: [NH2:1][C:2]1[N:10]=[CH:9][N:8]=[C:7]2[C:3]=1[N:4]=[CH:5][N:6]2[C@H:11]1[C@@H:15]2[O:16]C(C)(C)[O:18][C@@H:14]2[C@@H:13]([CH2:21][N:22]([CH3:41])[CH:23]2[CH2:26][CH:25]([NH:27][C:28]([NH:30][C:31]3[CH:36]=[CH:35][C:34]([C:37]([CH3:40])([CH3:39])[CH3:38])=[CH:33][CH:32]=3)=[O:29])[CH2:24]2)[O:12]1. Product: [NH2:1][C:2]1[N:10]=[CH:9][N:8]=[C:7]2[C:3]=1[N:4]=[CH:5][N:6]2[C@@H:11]1[O:12][C@H:13]([CH2:21][N:22]([CH3:41])[CH:23]2[CH2:26][CH:25]([NH:27][C:28]([NH:30][C:31]3[CH:36]=[CH:35][C:34]([C:37]([CH3:38])([CH3:39])[CH3:40])=[CH:33][CH:32]=3)=[O:29])[CH2:24]2)[C@@H:14]([OH:18])[C@H:15]1[OH:16]. The catalyst class is: 484. (2) Reactant: [OH:1][C:2]1[CH:7]=[CH:6][C:5]([CH2:8][C:9]([O:16][C:17]2[CH:22]=[CH:21][C:20]([CH:23]([CH3:25])[CH3:24])=[CH:19][CH:18]=2)([CH3:15])[C:10]([O:12][CH2:13][CH3:14])=[O:11])=[CH:4][CH:3]=1.Br[CH2:27][CH2:28][O:29][CH:30]1[CH2:35][CH2:34][CH2:33][CH2:32][O:31]1.C(=O)([O-])[O-].[K+].[K+]. Product: [CH:23]([C:20]1[CH:19]=[CH:18][C:17]([O:16][C:9]([CH3:15])([CH2:8][C:5]2[CH:6]=[CH:7][C:2]([O:1][CH2:27][CH2:28][O:29][CH:30]3[CH2:35][CH2:34][CH2:33][CH2:32][O:31]3)=[CH:3][CH:4]=2)[C:10]([O:12][CH2:13][CH3:14])=[O:11])=[CH:22][CH:21]=1)([CH3:24])[CH3:25]. The catalyst class is: 44. (3) Reactant: Cl[C:2]1[S:3][C:4]2[CH:10]=[C:9]([N+:11]([O-:13])=[O:12])[CH:8]=[CH:7][C:5]=2[N:6]=1.[CH3:14][NH2:15]. Product: [CH3:14][NH:15][C:2]1[S:3][C:4]2[CH:10]=[C:9]([N+:11]([O-:13])=[O:12])[CH:8]=[CH:7][C:5]=2[N:6]=1. The catalyst class is: 20. (4) Reactant: [H-].[Na+].[CH3:3][O:4][C:5]1[CH:6]=[CH:7][C:8]([CH2:17][CH2:18][CH2:19][CH:20]([C:26]([O:28][CH2:29][CH3:30])=[O:27])[C:21]([O:23][CH2:24][CH3:25])=[O:22])=[C:9]2[C:14]=1[N:13]([CH3:15])[C:12](=[O:16])[CH:11]=[CH:10]2.[H][H].[Cl:33]N1C(=O)CCC1=O.Cl. Product: [Cl:33][C:20]([CH2:19][CH2:18][CH2:17][C:8]1[CH:7]=[CH:6][C:5]([O:4][CH3:3])=[C:14]2[C:9]=1[CH:10]=[CH:11][C:12](=[O:16])[N:13]2[CH3:15])([C:21]([O:23][CH2:24][CH3:25])=[O:22])[C:26]([O:28][CH2:29][CH3:30])=[O:27]. The catalyst class is: 410. (5) Reactant: [Cl:1][C:2]1[N:3]=[CH:4][NH:5][C:6]=1[Cl:7].[OH-].[K+].[Br:10][CH2:11][CH2:12][CH2:13][CH2:14][CH2:15][CH2:16][CH2:17][CH2:18][CH2:19][CH3:20].Cl.ClC[C:24]1[CH:33]=[CH:32][C:31]2[C:26](=[CH:27][CH:28]=CC=2)N=1. Product: [CH2:11]([N:5]1[C:6]2[C:31](=[CH:26][CH:27]=[CH:28][CH:2]=2)[CH:32]=[C:33]([CH3:24])[CH2:4]1)[CH2:12][CH2:13][CH2:14][CH2:15][CH2:16][CH2:17][CH2:18][CH2:19][CH3:20].[Br-:10].[Cl:1][C:2]1[NH:3][CH:4]=[NH+:5][C:6]=1[Cl:7]. The catalyst class is: 10. (6) Reactant: C1(=O)OC(=O)CC1.[C:8]1([CH3:22])[CH:13]=[CH:12][C:11]([S:14]([O:17][CH2:18][CH:19]([OH:21])[CH3:20])(=[O:16])=[O:15])=[CH:10][CH:9]=1. Product: [C:8]1([CH3:22])[CH:9]=[CH:10][C:11]([S:14]([O:17][CH2:18][C@@H:19]([OH:21])[CH3:20])(=[O:15])=[O:16])=[CH:12][CH:13]=1. The catalyst class is: 282. (7) Reactant: Cl[C:2](Cl)([O:4][C:5](=[O:11])OC(Cl)(Cl)Cl)Cl.[CH:13]1(O)C[CH2:16][CH2:15][CH2:14]1.[N:19]1C=CC=CC=1. Product: [CH:2]1([O:4][C:5](=[O:11])[NH2:19])[CH2:16][CH2:15][CH2:14][CH2:13]1. The catalyst class is: 11.